Dataset: NCI-60 drug combinations with 297,098 pairs across 59 cell lines. Task: Regression. Given two drug SMILES strings and cell line genomic features, predict the synergy score measuring deviation from expected non-interaction effect. (1) Drug 1: C1=CC(=CC=C1CCC2=CNC3=C2C(=O)NC(=N3)N)C(=O)NC(CCC(=O)O)C(=O)O. Drug 2: C1CCC(C(C1)N)N.C(=O)(C(=O)[O-])[O-].[Pt+4]. Cell line: MALME-3M. Synergy scores: CSS=22.4, Synergy_ZIP=-7.17, Synergy_Bliss=-0.425, Synergy_Loewe=1.80, Synergy_HSA=2.36. (2) Drug 1: CS(=O)(=O)C1=CC(=C(C=C1)C(=O)NC2=CC(=C(C=C2)Cl)C3=CC=CC=N3)Cl. Drug 2: CN1C(=O)N2C=NC(=C2N=N1)C(=O)N. Cell line: NCIH23. Synergy scores: CSS=-1.63, Synergy_ZIP=-0.0410, Synergy_Bliss=-2.94, Synergy_Loewe=-7.86, Synergy_HSA=-5.45. (3) Drug 1: CC1=C(C=C(C=C1)NC2=NC=CC(=N2)N(C)C3=CC4=NN(C(=C4C=C3)C)C)S(=O)(=O)N.Cl. Drug 2: C1CCC(CC1)NC(=O)N(CCCl)N=O. Cell line: SK-MEL-2. Synergy scores: CSS=17.4, Synergy_ZIP=5.68, Synergy_Bliss=7.25, Synergy_Loewe=3.45, Synergy_HSA=4.05. (4) Drug 1: CNC(=O)C1=CC=CC=C1SC2=CC3=C(C=C2)C(=NN3)C=CC4=CC=CC=N4. Drug 2: CN1C2=C(C=C(C=C2)N(CCCl)CCCl)N=C1CCCC(=O)O.Cl. Cell line: RPMI-8226. Synergy scores: CSS=-7.17, Synergy_ZIP=3.66, Synergy_Bliss=5.97, Synergy_Loewe=-1.09, Synergy_HSA=-0.895. (5) Drug 1: CC1=C(C=C(C=C1)NC2=NC=CC(=N2)N(C)C3=CC4=NN(C(=C4C=C3)C)C)S(=O)(=O)N.Cl. Drug 2: CC1=C2C(C(=O)C3(C(CC4C(C3C(C(C2(C)C)(CC1OC(=O)C(C(C5=CC=CC=C5)NC(=O)OC(C)(C)C)O)O)OC(=O)C6=CC=CC=C6)(CO4)OC(=O)C)OC)C)OC. Cell line: MCF7. Synergy scores: CSS=43.5, Synergy_ZIP=6.47, Synergy_Bliss=5.54, Synergy_Loewe=-20.5, Synergy_HSA=3.80. (6) Synergy scores: CSS=16.1, Synergy_ZIP=-6.17, Synergy_Bliss=-1.10, Synergy_Loewe=-0.685, Synergy_HSA=-0.646. Drug 2: C1CC(=O)NC(=O)C1N2C(=O)C3=CC=CC=C3C2=O. Drug 1: C1=C(C(=O)NC(=O)N1)N(CCCl)CCCl. Cell line: MALME-3M. (7) Drug 1: C1=NC2=C(N=C(N=C2N1C3C(C(C(O3)CO)O)O)F)N. Cell line: MOLT-4. Synergy scores: CSS=53.2, Synergy_ZIP=-6.23, Synergy_Bliss=0.279, Synergy_Loewe=-2.73, Synergy_HSA=-1.73. Drug 2: CC1=C(N=C(N=C1N)C(CC(=O)N)NCC(C(=O)N)N)C(=O)NC(C(C2=CN=CN2)OC3C(C(C(C(O3)CO)O)O)OC4C(C(C(C(O4)CO)O)OC(=O)N)O)C(=O)NC(C)C(C(C)C(=O)NC(C(C)O)C(=O)NCCC5=NC(=CS5)C6=NC(=CS6)C(=O)NCCC[S+](C)C)O.